Dataset: Full USPTO retrosynthesis dataset with 1.9M reactions from patents (1976-2016). Task: Predict the reactants needed to synthesize the given product. (1) Given the product [C:1]([C:5]1[CH:13]=[C:12]([CH3:14])[C:8]([C:9]([NH2:18])=[O:10])=[C:7]([F:15])[CH:6]=1)([CH3:4])([CH3:3])[CH3:2], predict the reactants needed to synthesize it. The reactants are: [C:1]([C:5]1[CH:13]=[C:12]([CH3:14])[C:8]([C:9](O)=[O:10])=[C:7]([F:15])[CH:6]=1)([CH3:4])([CH3:3])[CH3:2].C(N1C=CN=C1)([N:18]1C=CN=C1)=O.N. (2) Given the product [Br:20][C:21]1[CH:26]=[C:25]([C:2]2[N:7]=[C:6]([C:8]3[CH:13]=[CH:12][C:11]([F:14])=[C:10]([F:15])[CH:9]=3)[CH:5]=[C:4]([C:16]([F:19])([F:18])[F:17])[N:3]=2)[CH:24]=[CH:23][CH:22]=1, predict the reactants needed to synthesize it. The reactants are: Cl[C:2]1[N:7]=[C:6]([C:8]2[CH:13]=[CH:12][C:11]([F:14])=[C:10]([F:15])[CH:9]=2)[CH:5]=[C:4]([C:16]([F:19])([F:18])[F:17])[N:3]=1.[Br:20][C:21]1[CH:22]=[C:23](B(O)O)[CH:24]=[CH:25][CH:26]=1. (3) Given the product [Br:20][C:18]1[CH:19]=[C:14]([NH:13][S:10]([C:7]2[CH:8]=[CH:9][C:4]([CH:1]([NH:23][CH3:22])[CH3:2])=[CH:5][CH:6]=2)(=[O:12])=[O:11])[C:15]([Cl:21])=[N:16][CH:17]=1, predict the reactants needed to synthesize it. The reactants are: [C:1]([C:4]1[CH:9]=[CH:8][C:7]([S:10]([NH:13][C:14]2[C:15]([Cl:21])=[N:16][CH:17]=[C:18]([Br:20])[CH:19]=2)(=[O:12])=[O:11])=[CH:6][CH:5]=1)(=O)[CH3:2].[CH3:22][NH2:23].[BH4-].[Na+].N. (4) Given the product [CH3:1][N:2]1[C:10]2[C:5](=[CH:6][CH:7]=[CH:8][CH:9]=2)[C:4]([C:11]2[C:12](=[O:24])[NH:13][C:14](=[O:23])[C:15]=2[C:16]2[CH:21]=[CH:20][CH:19]=[C:18]([NH:22][CH:27]([CH3:28])[CH2:26][OH:25])[CH:17]=2)=[CH:3]1, predict the reactants needed to synthesize it. The reactants are: [CH3:1][N:2]1[C:10]2[C:5](=[CH:6][CH:7]=[CH:8][CH:9]=2)[C:4]([C:11]2[C:12](=[O:24])[NH:13][C:14](=[O:23])[C:15]=2[C:16]2[CH:21]=[CH:20][CH:19]=[C:18]([NH2:22])[CH:17]=2)=[CH:3]1.[OH:25][CH2:26][C:27](=O)[CH3:28].[BH3-]C#N.[Na+]. (5) Given the product [C:21]([O:25][C:26](=[O:38])[NH:27][CH:28]([C:32]1[CH:33]=[CH:34][CH:35]=[CH:36][CH:37]=1)[CH2:29][CH2:30][N:15]1[CH2:14][CH2:13][C:10]2([C:9](=[O:18])[N:8]([CH2:7][C:6]3[CH:5]=[CH:4][C:3]([Br:2])=[CH:20][CH:19]=3)[CH2:12][CH2:11]2)[CH2:17][CH2:16]1)([CH3:22])([CH3:23])[CH3:24], predict the reactants needed to synthesize it. The reactants are: Cl.[Br:2][C:3]1[CH:20]=[CH:19][C:6]([CH2:7][N:8]2[CH2:12][CH2:11][C:10]3([CH2:17][CH2:16][NH:15][CH2:14][CH2:13]3)[C:9]2=[O:18])=[CH:5][CH:4]=1.[C:21]([O:25][C:26](=[O:38])[NH:27][CH:28]([C:32]1[CH:37]=[CH:36][CH:35]=[CH:34][CH:33]=1)[CH2:29][CH:30]=O)([CH3:24])([CH3:23])[CH3:22].C(N(CC)CC)C.C(O[BH-](OC(=O)C)OC(=O)C)(=O)C.[Na+].C(=O)(O)[O-].[Na+]. (6) Given the product [Br:23][C:19]1[CH:18]=[CH:17][C:16]2[N:21]([CH:1]=[CH:2][N:15]=2)[C:20]=1[CH3:22], predict the reactants needed to synthesize it. The reactants are: [CH2:1](OC(OCC)CBr)[CH3:2].C([O-])(O)=O.[Na+].[NH2:15][C:16]1[N:21]=[C:20]([CH3:22])[C:19]([Br:23])=[CH:18][CH:17]=1. (7) Given the product [NH2:9][CH2:8][CH:5]1[CH2:4][CH2:3][CH:2]([NH:1][C:41]2[CH:42]=[CH:43][CH:38]=[CH:45][N:44]=2)[CH2:7][CH2:6]1, predict the reactants needed to synthesize it. The reactants are: [NH2:1][CH:2]1[CH2:7][CH2:6][CH:5]([CH2:8][NH:9]C(=O)OCC2C=CC=CC=2)[CH2:4][CH2:3]1.C(O)(C(F)(F)F)=O.C(OC(=O)NC[CH:38]1[CH2:43][CH2:42][CH:41]([NH:44][C:45](OC(C)(C)C)=O)CC1)C1C=CC=CC=1.C(N(C(C)C)C(C)C)C.